From a dataset of Reaction yield outcomes from USPTO patents with 853,638 reactions. Predict the reaction yield, written as a fraction of the theoretical maximum amount of product (1.0 means a 100% yield; for example, 0.34 means a 34% yield). (1) The reactants are [C:1]1([S:7]([NH:10][C:11]2([CH3:24])[CH2:16][CH2:15][N:14]([C:17]([O:19][C:20]([CH3:23])([CH3:22])[CH3:21])=[O:18])[CH2:13][CH2:12]2)(=[O:9])=[O:8])[CH:6]=[CH:5][CH:4]=[CH:3][CH:2]=1.[H-].[Na+].I[CH3:28]. The yield is 0.960. The catalyst is CN(C)C=O. The product is [C:20]([O:19][C:17]([N:14]1[CH2:15][CH2:16][C:11]([CH3:24])([N:10]([CH3:28])[S:7]([C:1]2[CH:2]=[CH:3][CH:4]=[CH:5][CH:6]=2)(=[O:9])=[O:8])[CH2:12][CH2:13]1)=[O:18])([CH3:23])([CH3:22])[CH3:21]. (2) The reactants are [Cl:1][C:2]1[CH:9]=[CH:8][C:5]([CH:6]=O)=[C:4]([N:10]2[CH2:15][CH2:14][CH:13]([C:16]([N:18]3[CH2:22][CH2:21][CH2:20][CH2:19]3)=[O:17])[CH2:12][CH2:11]2)[CH:3]=1.[N:23]1([C:29]([O:31][C:32]([CH3:35])([CH3:34])[CH3:33])=[O:30])[CH2:28][CH2:27][NH:26][CH2:25][CH2:24]1.C(O[BH-](OC(=O)C)OC(=O)C)(=O)C.[Na+]. The catalyst is ClCCCl. The product is [Cl:1][C:2]1[CH:9]=[CH:8][C:5]([CH2:6][N:26]2[CH2:25][CH2:24][N:23]([C:29]([O:31][C:32]([CH3:35])([CH3:34])[CH3:33])=[O:30])[CH2:28][CH2:27]2)=[C:4]([N:10]2[CH2:15][CH2:14][CH:13]([C:16]([N:18]3[CH2:19][CH2:20][CH2:21][CH2:22]3)=[O:17])[CH2:12][CH2:11]2)[CH:3]=1. The yield is 0.810. (3) The reactants are [NH2:1][C:2]1[C:3]2[N:4]([C:8]([C@H:25]3[CH2:30][CH2:29][C@H:28]([CH2:31]OS(C4C=CC(C)=CC=4)(=O)=O)[CH2:27][CH2:26]3)=[N:9][C:10]=2[C:11]2[CH:16]=[CH:15][CH:14]=[C:13]([O:17][CH2:18][C:19]3[CH:24]=[CH:23][CH:22]=[CH:21][CH:20]=3)[CH:12]=2)[CH:5]=[CH:6][N:7]=1.[NH:43]1[CH2:46][CH2:45][CH2:44]1. The catalyst is C1COCC1. The product is [N:43]1([CH2:31][C@H:28]2[CH2:29][CH2:30][C@H:25]([C:8]3[N:4]4[CH:5]=[CH:6][N:7]=[C:2]([NH2:1])[C:3]4=[C:10]([C:11]4[CH:16]=[CH:15][CH:14]=[C:13]([O:17][CH2:18][C:19]5[CH:20]=[CH:21][CH:22]=[CH:23][CH:24]=5)[CH:12]=4)[N:9]=3)[CH2:26][CH2:27]2)[CH2:46][CH2:45][CH2:44]1. The yield is 0.820.